Dataset: Forward reaction prediction with 1.9M reactions from USPTO patents (1976-2016). Task: Predict the product of the given reaction. Given the reactants I[C:2]1[CH:3]=[C:4]([C:20]([O:22][CH2:23][CH3:24])=[O:21])[C:5](=[O:19])[N:6]([C:9]2[CH:14]=[CH:13][CH:12]=[C:11]([C:15]([F:18])([F:17])[F:16])[CH:10]=2)[C:7]=1[CH3:8].[CH2:25]([O:27][CH:28]([O:31][CH2:32][CH3:33])[C:29]#[CH:30])[CH3:26].C(N(CC)CC)C, predict the reaction product. The product is: [CH2:25]([O:27][CH:28]([O:31][CH2:32][CH3:33])[C:29]#[C:30][C:2]1[CH:3]=[C:4]([C:20]([O:22][CH2:23][CH3:24])=[O:21])[C:5](=[O:19])[N:6]([C:9]2[CH:14]=[CH:13][CH:12]=[C:11]([C:15]([F:18])([F:16])[F:17])[CH:10]=2)[C:7]=1[CH3:8])[CH3:26].